This data is from Reaction yield outcomes from USPTO patents with 853,638 reactions. The task is: Predict the reaction yield, written as a fraction of the theoretical maximum amount of product (1.0 means a 100% yield; for example, 0.34 means a 34% yield). (1) The reactants are [C:1]([O-:4])(=[O:3])[CH3:2].[Na+].[CH3:6][Si:7]([CH3:10])(Cl)Cl. The catalyst is C(OCC)C. The product is [C:1]([O:4][Si:7]([O:4][C:1](=[O:3])[CH3:2])([CH3:10])[CH3:6])(=[O:3])[CH3:2]. The yield is 0.700. (2) The reactants are C([O:8][C:9]1[CH:14]=[C:13]([O:15]CC2C=CC=CC=2)[C:12]([CH:23]([CH3:25])[CH3:24])=[CH:11][C:10]=1[C:26]1[N:27]([C:32]2[CH:37]=[CH:36][C:35]([O:38][CH3:39])=[C:34]([N:40]([CH3:44])[CH2:41][CH2:42][CH3:43])[CH:33]=2)[C:28]([OH:31])=[N:29][N:30]=1)C1C=CC=CC=1. The catalyst is CO.[Pd]. The product is [OH:31][C:28]1[N:27]([C:32]2[CH:37]=[CH:36][C:35]([O:38][CH3:39])=[C:34]([N:40]([CH3:44])[CH2:41][CH2:42][CH3:43])[CH:33]=2)[C:26]([C:10]2[CH:11]=[C:12]([CH:23]([CH3:24])[CH3:25])[C:13]([OH:15])=[CH:14][C:9]=2[OH:8])=[N:30][N:29]=1. The yield is 0.940. (3) The reactants are [OH:1][N:2]=[C:3](Cl)[C:4]1[CH:15]=[CH:14][C:7]2[B:8]([OH:13])[O:9][C:10]([CH3:12])([CH3:11])[C:6]=2[CH:5]=1.[Cl:17][C:18]1[CH:23]=[C:22]([C:24]([C:26]([F:29])([F:28])[F:27])=[CH2:25])[CH:21]=[C:20]([Cl:30])[C:19]=1[CH:31]([F:33])[F:32]. The catalyst is CN(C=O)C. The product is [Cl:17][C:18]1[CH:23]=[C:22]([C:24]2([C:26]([F:29])([F:27])[F:28])[O:1][N:2]=[C:3]([C:4]3[CH:15]=[CH:14][C:7]4[B:8]([OH:13])[O:9][C:10]([CH3:12])([CH3:11])[C:6]=4[CH:5]=3)[CH2:25]2)[CH:21]=[C:20]([Cl:30])[C:19]=1[CH:31]([F:32])[F:33]. The yield is 0.280. (4) The reactants are [C:1]([C:3]1[CH:4]=[C:5]([NH:9][C:10](=[O:33])[NH:11][C:12]2[CH:17]=[CH:16][C:15]([S:18]([NH:21][CH2:22][C:23]3[CH:28]=[CH:27][C:26]([S:29](=[O:32])(=[O:31])[NH2:30])=[CH:25][CH:24]=3)(=[O:20])=[O:19])=[CH:14][CH:13]=2)[CH:6]=[CH:7][CH:8]=1)#[N:2].[CH:34]([N:37]1[CH2:42][CH2:41][NH:40][CH2:39][CH2:38]1)([CH3:36])[CH3:35]. No catalyst specified. The product is [NH:2]=[C:1]([N:40]1[CH2:41][CH2:42][N:37]([CH:34]([CH3:36])[CH3:35])[CH2:38][CH2:39]1)[C:3]1[CH:4]=[C:5]([NH:9][C:10](=[O:33])[NH:11][C:12]2[CH:17]=[CH:16][C:15]([S:18]([NH:21][CH2:22][C:23]3[CH:28]=[CH:27][C:26]([S:29](=[O:32])(=[O:31])[NH2:30])=[CH:25][CH:24]=3)(=[O:20])=[O:19])=[CH:14][CH:13]=2)[CH:6]=[CH:7][CH:8]=1. The yield is 0.0300. (5) The reactants are Cl[CH2:2][C:3]1[CH:22]=[CH:21][C:6]([O:7][CH2:8][C:9]2[N:10]=[C:11]([C:15]3[CH:20]=[CH:19][CH:18]=[CH:17][CH:16]=3)[O:12][C:13]=2[CH3:14])=[CH:5][CH:4]=1.[OH:23][C:24]1[CH:29]=[CH:28][C:27]([O:30][CH2:31][O:32][CH3:33])=[CH:26][C:25]=1[CH2:34][C:35]#[N:36].CN(C)C=O.[H-].[Na+]. The catalyst is O. The product is [CH3:33][O:32][CH2:31][O:30][C:27]1[CH:28]=[CH:29][C:24]([O:23][CH2:2][C:3]2[CH:22]=[CH:21][C:6]([O:7][CH2:8][C:9]3[N:10]=[C:11]([C:15]4[CH:20]=[CH:19][CH:18]=[CH:17][CH:16]=4)[O:12][C:13]=3[CH3:14])=[CH:5][CH:4]=2)=[C:25]([CH2:34][C:35]#[N:36])[CH:26]=1. The yield is 0.570. (6) The reactants are [I:1][C:2]1[CH:3]=[CH:4][C:5]2[N:9]=[C:8](C(Cl)(Cl)Cl)[N:7]([C:14]3[CH:19]=[CH:18][N:17]=[C:16]([NH2:20])[N:15]=3)[C:6]=2[CH:21]=1.[F:22][CH2:23][CH2:24][OH:25].C(=O)([O-])[O-].[Cs+].[Cs+]. The catalyst is CN(C)C=O.C(OCC)(=O)C. The product is [F:22][CH2:23][CH2:24][O:25][C:8]1[N:7]([C:14]2[CH:19]=[CH:18][N:17]=[C:16]([NH2:20])[N:15]=2)[C:6]2[CH:21]=[C:2]([I:1])[CH:3]=[CH:4][C:5]=2[N:9]=1. The yield is 0.170. (7) The reactants are [NH:1]1[CH2:5][CH2:4][CH2:3][CH2:2]1.[CH3:6][C:7]1([CH3:32])[CH:11](O)[C:10]2[C:13]([CH3:31])=[C:14]([N:19]3[CH:24]=[CH:23][N:22]([C:25]4[CH:30]=[CH:29][CH:28]=[CH:27][CH:26]=4)[CH:21]=[CH:20]3)[C:15]([CH3:18])=[C:16]([CH3:17])[C:9]=2[O:8]1.[ClH:33]. The catalyst is C(OCC)(=O)C. The product is [ClH:33].[CH3:6][C:7]1([CH3:32])[CH:11]([N:1]2[CH2:5][CH2:4][CH2:3][CH2:2]2)[C:10]2[C:13]([CH3:31])=[C:14]([N:19]3[CH2:24][CH2:23][N:22]([C:25]4[CH:30]=[CH:29][CH:28]=[CH:27][CH:26]=4)[CH2:21][CH2:20]3)[C:15]([CH3:18])=[C:16]([CH3:17])[C:9]=2[O:8]1. The yield is 0.800.